This data is from Catalyst prediction with 721,799 reactions and 888 catalyst types from USPTO. The task is: Predict which catalyst facilitates the given reaction. (1) Reactant: [CH3:1][O:2][C:3](=[O:34])[C@H:4]([CH2:16][C:17]1[CH:22]=[CH:21][C:20]([NH:23][C:24]([C:26]2[C:31]([Cl:32])=[CH:30][CH:29]=[CH:28][C:27]=2[Cl:33])=[O:25])=[CH:19][CH:18]=1)[NH:5][C:6]([C:8]1([CH2:13][CH2:14][NH2:15])[CH2:12][CH2:11][CH2:10][CH2:9]1)=[O:7].[CH3:35][O:36][C:37]1[CH:45]=[CH:44][C:40]([C:41](Cl)=[O:42])=[CH:39][CH:38]=1.CCN(C(C)C)C(C)C. Product: [CH3:1][O:2][C:3](=[O:34])[C@H:4]([CH2:16][C:17]1[CH:22]=[CH:21][C:20]([NH:23][C:24]([C:26]2[C:27]([Cl:33])=[CH:28][CH:29]=[CH:30][C:31]=2[Cl:32])=[O:25])=[CH:19][CH:18]=1)[NH:5][C:6]([C:8]1([CH2:13][CH2:14][NH:15][C:41]([C:40]2[CH:44]=[CH:45][C:37]([O:36][CH3:35])=[CH:38][CH:39]=2)=[O:42])[CH2:9][CH2:10][CH2:11][CH2:12]1)=[O:7]. The catalyst class is: 4. (2) Reactant: [I:1][C:2]1[CH:7]=[CH:6][C:5]([NH:8][N:9]=[C:10]([C:16]([O:18]CC)=[O:17])[C:11]([O:13]CC)=[O:12])=[C:4]([CH3:21])[CH:3]=1.[OH-].[Na+].O.Cl. Product: [I:1][C:2]1[CH:7]=[CH:6][C:5]([NH:8][N:9]=[C:10]([C:11]([OH:13])=[O:12])[C:16]([OH:18])=[O:17])=[C:4]([CH3:21])[CH:3]=1. The catalyst class is: 8. (3) Reactant: C[O:2][C:3](=[O:35])[C:4]1[CH:9]=[CH:8][C:7](/[CH:10]=[CH:11]/[CH:12]([C:19]2[N:20]([C:28]3[CH:33]=[CH:32][C:31]([Cl:34])=[CH:30][CH:29]=3)[N:21]=[C:22]3[C:27]=2[CH2:26][CH2:25][CH2:24][CH2:23]3)[CH:13]2[CH2:18][CH2:17][CH2:16][CH2:15][CH2:14]2)=[CH:6][CH:5]=1.[OH-].[Na+]. Product: [Cl:34][C:31]1[CH:32]=[CH:33][C:28]([N:20]2[C:19]([CH:12]([CH:13]3[CH2:18][CH2:17][CH2:16][CH2:15][CH2:14]3)/[CH:11]=[CH:10]/[C:7]3[CH:8]=[CH:9][C:4]([C:3]([OH:35])=[O:2])=[CH:5][CH:6]=3)=[C:27]3[C:22]([CH2:23][CH2:24][CH2:25][CH2:26]3)=[N:21]2)=[CH:29][CH:30]=1. The catalyst class is: 5. (4) Product: [CH3:15][C:9]1([CH3:16])[CH2:8][CH2:7][O:6][NH:5][C:11](=[O:12])[CH2:10]1. Reactant: C[Al](C)C.[NH2:5][O:6][CH2:7][CH2:8][C:9]([CH3:16])([CH3:15])[CH2:10][C:11](OC)=[O:12].CC(C)=O.O. The catalyst class is: 7. (5) Reactant: [CH3:1][N:2]([C:16]([N:18]([CH3:44])[CH2:19][CH2:20][NH:21][S:22]([C:25]1[CH:30]=[C:29]([S:31]([C:34]2[CH:39]=[CH:38][CH:37]=[CH:36][CH:35]=2)(=[O:33])=[O:32])[CH:28]=[CH:27][C:26]=1[C:40]([F:43])([F:42])[F:41])(=[O:24])=[O:23])=[O:17])[CH:3]1[CH2:8][CH2:7][N:6](C(OC(C)(C)C)=O)[CH2:5][CH2:4]1.[ClH:45]. Product: [ClH:45].[CH3:44][N:18]([C:16]([N:2]([CH3:1])[CH:3]1[CH2:4][CH2:5][NH:6][CH2:7][CH2:8]1)=[O:17])[CH2:19][CH2:20][NH:21][S:22]([C:25]1[CH:30]=[C:29]([S:31]([C:34]2[CH:35]=[CH:36][CH:37]=[CH:38][CH:39]=2)(=[O:33])=[O:32])[CH:28]=[CH:27][C:26]=1[C:40]([F:42])([F:41])[F:43])(=[O:23])=[O:24]. The catalyst class is: 25. (6) Reactant: [CH3:1][NH:2][C@@H:3]1[C:8]2=[N:9][CH:10]=[CH:11][CH:12]=[C:7]2[O:6][CH2:5][CH2:4]1.[CH3:13][N:14]1[CH2:19][CH2:18][N:17]([C:20]2[N:25]3[CH:26]=[C:27]([CH:29]=O)[N:28]=[C:24]3[CH:23]=[CH:22][CH:21]=2)[CH2:16][CH2:15]1.C(O)(=O)C.C(O[BH-](OC(=O)C)OC(=O)C)(=O)C.[Na+]. Product: [CH3:1][N:2]([CH2:29][C:27]1[N:28]=[C:24]2[CH:23]=[CH:22][CH:21]=[C:20]([N:17]3[CH2:16][CH2:15][N:14]([CH3:13])[CH2:19][CH2:18]3)[N:25]2[CH:26]=1)[C@@H:3]1[C:8]2=[N:9][CH:10]=[CH:11][CH:12]=[C:7]2[O:6][CH2:5][CH2:4]1. The catalyst class is: 417. (7) Reactant: C(NC(C)C)(C)C.[Li]CCCC.[Cl:13][C:14]1[C:23]2[C:18](=[CH:19][CH:20]=[CH:21][C:22]=2[C:24]2[CH:29]=[CH:28][CH:27]=[CH:26][CH:25]=2)[CH:17]=[C:16]([Cl:30])[N:15]=1.[I:31]I. Product: [Cl:13][C:14]1[C:23]2[C:18](=[CH:19][CH:20]=[CH:21][C:22]=2[C:24]2[CH:29]=[CH:28][CH:27]=[CH:26][CH:25]=2)[C:17]([I:31])=[C:16]([Cl:30])[N:15]=1. The catalyst class is: 1. (8) Reactant: [C:1]1([C:7]2[NH:8][C:9]3[C:14]([CH:15]=2)=[CH:13][CH:12]=[C:11]([C:16]([O:18][CH3:19])=[O:17])[CH:10]=3)[CH:6]=[CH:5][CH:4]=[CH:3][CH:2]=1.[H-].[Na+].Br[CH:23]1[CH2:28][CH2:27][CH2:26][CH:25]=[CH:24]1.Cl. Product: [CH:28]1([C:15]2[C:14]3[C:9](=[CH:10][C:11]([C:16]([O:18][CH3:19])=[O:17])=[CH:12][CH:13]=3)[NH:8][C:7]=2[C:1]2[CH:2]=[CH:3][CH:4]=[CH:5][CH:6]=2)[CH2:27][CH2:26][CH2:25][CH:24]=[CH:23]1. The catalyst class is: 31.